The task is: Predict the reactants needed to synthesize the given product.. This data is from Full USPTO retrosynthesis dataset with 1.9M reactions from patents (1976-2016). (1) Given the product [C:1]([O:5][C:6]([N:8]1[C:16]2[C:11](=[C:12]([F:17])[CH:13]=[CH:14][CH:15]=2)[CH:10]=[C:9]1[B:18]([OH:23])[OH:19])=[O:7])([CH3:4])([CH3:2])[CH3:3], predict the reactants needed to synthesize it. The reactants are: [C:1]([O:5][C:6]([N:8]1[C:16]2[C:11](=[C:12]([F:17])[CH:13]=[CH:14][CH:15]=2)[CH:10]=[CH:9]1)=[O:7])([CH3:4])([CH3:3])[CH3:2].[B:18](OC(C)C)([O:23]C(C)C)[O:19]C(C)C.C(NC(C)C)(C)C.[Li].Cl. (2) Given the product [Cl:10][C:8]1[CH:9]=[C:4]([CH:5]=[C:6]([NH:27][C:17]2[CH:18]=[CH:19][C:20]([N:21]3[CH:25]=[C:24]([CH3:26])[N:23]=[CH:22]3)=[C:15]([O:14][CH3:13])[CH:16]=2)[N:7]=1)[C:3]([O:2][CH3:1])=[O:12], predict the reactants needed to synthesize it. The reactants are: [CH3:1][O:2][C:3](=[O:12])[C:4]1[CH:9]=[C:8]([Cl:10])[N:7]=[C:6](Cl)[CH:5]=1.[CH3:13][O:14][C:15]1[CH:16]=[C:17]([NH2:27])[CH:18]=[CH:19][C:20]=1[N:21]1[CH:25]=[C:24]([CH3:26])[N:23]=[CH:22]1. (3) Given the product [Cl:12][C:13]1[CH:20]=[CH:19][C:16]([CH2:17][N:8]2[C:9]3[CH:10]=[C:2]([F:1])[CH:3]=[C:4]([NH2:11])[C:5]=3[CH:6]=[CH:7]2)=[CH:15][CH:14]=1, predict the reactants needed to synthesize it. The reactants are: [F:1][C:2]1[CH:3]=[C:4]([NH2:11])[C:5]2[CH:6]=[CH:7][NH:8][C:9]=2[CH:10]=1.[Cl:12][C:13]1[CH:20]=[CH:19][C:16]([CH2:17]Cl)=[CH:15][CH:14]=1.[OH-].[Na+]. (4) The reactants are: [CH2:1]([N:3]([C:27](=O)[C:28]1[CH:33]=[CH:32][C:31]([OH:34])=[CH:30][CH:29]=1)[C:4]1[CH:9]=[CH:8][CH:7]=[CH:6][C:5]=1[C@@H:10]1[CH2:19][CH2:18][C:17]2[CH:16]=[C:15]([O:20]C(=O)C(C)(C)C)[CH:14]=[CH:13][C:12]=2[CH2:11]1)[CH3:2].Cl[CH2:37][C:38]([N:40]1[CH2:44][CH2:43][CH2:42][CH2:41]1)=O. Given the product [CH2:1]([N:3]([CH2:27][C:28]1[CH:33]=[CH:32][C:31]([O:34][CH2:37][CH2:38][N:40]2[CH2:44][CH2:43][CH2:42][CH2:41]2)=[CH:30][CH:29]=1)[C:4]1[CH:9]=[CH:8][CH:7]=[CH:6][C:5]=1[C@@H:10]1[CH2:19][CH2:18][C:17]2[CH:16]=[C:15]([OH:20])[CH:14]=[CH:13][C:12]=2[CH2:11]1)[CH3:2], predict the reactants needed to synthesize it. (5) Given the product [F:21][C:20]1[C:15]2[N:16]([CH:8]=[CH:1][N:14]=2)[CH:17]=[CH:18][CH:19]=1, predict the reactants needed to synthesize it. The reactants are: [C:1](=[N:14][C:15]1[C:20]([F:21])=[CH:19][CH:18]=[CH:17][N:16]=1)([C:8]1C=CC=CC=1)C1C=CC=CC=1.C(OC(OCC)CBr)C.Br.C([O-])(O)=O.[Na+]. (6) Given the product [CH2:1]([O:3][C:4]([C:6]1([C:9]2[CH:14]=[CH:13][C:12]([C:15]3[CH:16]=[CH:17][C:18]([C:21]4[O:25][N:24]=[C:23]([CH3:26])[C:22]=4[CH:27]([C:28]([OH:30])=[O:29])[CH3:39])=[CH:19][CH:20]=3)=[CH:11][CH:10]=2)[CH2:7][CH2:8]1)=[O:5])[CH3:2], predict the reactants needed to synthesize it. The reactants are: [CH2:1]([O:3][C:4]([C:6]1([C:9]2[CH:14]=[CH:13][C:12]([C:15]3[CH:20]=[CH:19][C:18]([C:21]4[O:25][N:24]=[C:23]([CH3:26])[C:22]=4[CH2:27][C:28]([O:30]CC4C=CC=CC=4)=[O:29])=[CH:17][CH:16]=3)=[CH:11][CH:10]=2)[CH2:8][CH2:7]1)=[O:5])[CH3:2].I[CH3:39]. (7) Given the product [CH3:35][O:34][C:31]1[CH:30]=[CH:29][C:28]([CH2:27][N:26]2[C:25]3[CH:36]=[CH:37][CH:38]=[CH:39][C:24]=3[N:23]=[C:22]2[NH:18][C:17]2[CH:16]=[CH:15][C:14]([O:13][C:8]3[C:7]([CH:4]4[CH2:3][CH2:2][O:1][CH2:6][CH2:5]4)=[CH:12][CH:11]=[CH:10][N:9]=3)=[CH:20][CH:19]=2)=[CH:33][CH:32]=1, predict the reactants needed to synthesize it. The reactants are: [O:1]1[CH2:6][CH2:5][CH:4]([C:7]2[C:8]([O:13][C:14]3[CH:20]=[CH:19][C:17]([NH2:18])=[CH:16][CH:15]=3)=[N:9][CH:10]=[CH:11][CH:12]=2)[CH2:3][CH2:2]1.Cl[C:22]1[N:26]([CH2:27][C:28]2[CH:33]=[CH:32][C:31]([O:34][CH3:35])=[CH:30][CH:29]=2)[C:25]2[CH:36]=[CH:37][CH:38]=[CH:39][C:24]=2[N:23]=1. (8) Given the product [NH2:1][CH2:4][C@@H:5]1[CH2:9][CH2:8][N:7]([C@H:10]([C:12]2[CH:17]=[CH:16][CH:15]=[CH:14][CH:13]=2)[CH3:11])[C@@H:6]1[C:18]([NH2:20])=[O:19], predict the reactants needed to synthesize it. The reactants are: [N:1]([CH2:4][C@@H:5]1[CH2:9][CH2:8][N:7]([C@H:10]([C:12]2[CH:17]=[CH:16][CH:15]=[CH:14][CH:13]=2)[CH3:11])[C@@H:6]1[C:18]([NH2:20])=[O:19])=[N+]=[N-].C1(P(C2C=CC=CC=2)C2C=CC=CC=2)C=CC=CC=1.